From a dataset of Full USPTO retrosynthesis dataset with 1.9M reactions from patents (1976-2016). Predict the reactants needed to synthesize the given product. (1) Given the product [CH3:29][S:26]([N:23]1[CH2:24][CH2:25][N:20]([CH2:19][C:17]2[S:16][C:14]3[N:15]=[C:10]([C:5]4[C:4]5[C:9]([CH:8]=[CH:7][CH:6]=4)=[N:1][N:2]([CH:64]4[CH2:65][CH2:66][CH2:67][CH2:68][O:63]4)[CH:3]=5)[N:11]=[C:12]([N:30]4[CH2:31][CH2:32][O:33][CH2:34][CH2:35]4)[C:13]=3[CH:18]=2)[CH2:21][CH2:22]1)(=[O:27])=[O:28].[Pd:126], predict the reactants needed to synthesize it. The reactants are: [NH:1]1[C:9]2[C:4](=[C:5]([C:10]3[N:11]=[C:12]([N:30]4[CH2:35][CH2:34][O:33][CH2:32][CH2:31]4)[C:13]4[CH:18]=[C:17]([CH2:19][N:20]5[CH2:25][CH2:24][N:23]([S:26]([CH3:29])(=[O:28])=[O:27])[CH2:22][CH2:21]5)[S:16][C:14]=4[N:15]=3)[CH:6]=[CH:7][CH:8]=2)[CH:3]=[N:2]1.ClC1N=C(N2CCOCC2)C2C=C(CN3CCN(S(C)(=O)=O)CC3)SC=2N=1.[O:63]1[CH2:68][CH2:67][CH2:66][CH2:65][CH:64]1N1C=C2C(C=CC=C2B2OC(C)(C)C(C)(C)O2)=N1.C1C=CC(P(C2C=CC=CC=2)C2C=CC=CC=2)=CC=1.C1C=CC(P(C2C=CC=CC=2)C2C=CC=CC=2)=CC=1.Cl[Pd:126]Cl. (2) The reactants are: [NH:1]1[C:5]2=[N:6][CH:7]=[CH:8][C:9]([O:10][C:11]3[CH:16]=[CH:15][C:14]([OH:17])=[CH:13][CH:12]=3)=[C:4]2[CH:3]=[CH:2]1.[N+:18]([O-])([OH:20])=[O:19]. Given the product [N+:18]([C:15]1[CH:16]=[C:11]([O:10][C:9]2[CH:8]=[CH:7][N:6]=[C:5]3[NH:1][CH:2]=[CH:3][C:4]=23)[CH:12]=[CH:13][C:14]=1[OH:17])([O-:20])=[O:19], predict the reactants needed to synthesize it. (3) Given the product [Cl:1][C:2]1[N:7]=[CH:6][N:5]=[C:4]2[N:8]([CH:12]3[CH2:17][CH2:16][N:15]([C:18]([O:20][C:21]([CH3:24])([CH3:23])[CH3:22])=[O:19])[CH2:14][CH2:13]3)[N:9]=[CH:10][C:3]=12, predict the reactants needed to synthesize it. The reactants are: [Cl:1][C:2]1[N:7]=[CH:6][N:5]=[C:4]2[NH:8][N:9]=[CH:10][C:3]=12.O[CH:12]1[CH2:17][CH2:16][N:15]([C:18]([O:20][C:21]([CH3:24])([CH3:23])[CH3:22])=[O:19])[CH2:14][CH2:13]1.C1C=CC(P(C2C=CC=CC=2)C2C=CC=CC=2)=CC=1.N(C(OCC)=O)=NC(OCC)=O. (4) Given the product [CH2:26]([O:28][C:29]([C:31]1([C:34]2[CH:39]=[CH:38][C:37]([C:2]3[CH:7]=[CH:6][C:5]([C:8]4[O:12][N:11]=[C:10]([CH3:13])[C:9]=4[CH2:14][C:15](=[O:16])[NH:17][CH:18]([C:20]4[CH:25]=[CH:24][CH:23]=[CH:22][CH:21]=4)[CH3:19])=[CH:4][CH:3]=3)=[CH:36][CH:35]=2)[CH2:32][CH2:33]1)=[O:30])[CH3:27], predict the reactants needed to synthesize it. The reactants are: Br[C:2]1[CH:7]=[CH:6][C:5]([C:8]2[O:12][N:11]=[C:10]([CH3:13])[C:9]=2[CH2:14][C:15]([NH:17][CH:18]([C:20]2[CH:25]=[CH:24][CH:23]=[CH:22][CH:21]=2)[CH3:19])=[O:16])=[CH:4][CH:3]=1.[CH2:26]([O:28][C:29]([C:31]1([C:34]2[CH:39]=[CH:38][C:37](B3OC(C)(C)C(C)(C)O3)=[CH:36][CH:35]=2)[CH2:33][CH2:32]1)=[O:30])[CH3:27]. (5) Given the product [CH:2]([C@H:6]1[O:10][C:9]([CH3:12])([CH3:11])[O:8][C@H:7]1[CH2:13][O:14][CH2:15][C:16]([O:18][CH3:19])=[O:17])=[O:1], predict the reactants needed to synthesize it. The reactants are: [OH:1][CH:2]([C@H:6]1[O:10][C:9]([CH3:12])([CH3:11])[O:8][C@H:7]1[CH2:13][O:14][CH2:15][C:16]([O:18][CH3:19])=[O:17])C(O)C.I([O-])(=O)(=O)=O.[Na+]. (6) Given the product [CH2:1]([O:3][C:4]1[C:5]([C:17]([F:18])([F:19])[F:20])=[CH:6][C:7]([NH2:14])=[CH:8][C:9]=1[C:10]([F:11])([F:12])[F:13])[CH3:2], predict the reactants needed to synthesize it. The reactants are: [CH2:1]([O:3][C:4]1[C:9]([C:10]([F:13])([F:12])[F:11])=[CH:8][C:7]([N+:14]([O-])=O)=[CH:6][C:5]=1[C:17]([F:20])([F:19])[F:18])[CH3:2].